This data is from Forward reaction prediction with 1.9M reactions from USPTO patents (1976-2016). The task is: Predict the product of the given reaction. (1) Given the reactants [C:1]([C:4]1[CH:5]=[C:6]([NH:11][CH:12]([C:16]2[CH:21]=[CH:20][C:19]([O:22][CH3:23])=[C:18]([O:24][CH3:25])[CH:17]=2)[C:13]([OH:15])=[O:14])[CH:7]=[CH:8]C=1F)(=[O:3])[NH2:2].[NH2:26]C1C=CN=C(C(N)=O)C=1.COC1C=C(B(O)O)C=CC=1OC.O.C(O)(=O)C=O, predict the reaction product. The product is: [C:1]([C:4]1[CH:5]=[C:6]([NH:11][CH:12]([C:16]2[CH:21]=[CH:20][C:19]([O:22][CH3:23])=[C:18]([O:24][CH3:25])[CH:17]=2)[C:13]([OH:15])=[O:14])[CH:7]=[CH:8][N:26]=1)(=[O:3])[NH2:2]. (2) Given the reactants [CH3:1][O:2][C:3]1[CH:4]=[C:5]2[C:10](=[CH:11][C:12]=1[O:13][CH3:14])[N:9]=[CH:8][N:7]=[C:6]2[O:15][C:16]1[CH:22]=[CH:21][C:19]([NH2:20])=[CH:18][CH:17]=1.Cl[C:24](Cl)([O:26]C(=O)OC(Cl)(Cl)Cl)Cl.[CH3:35][CH2:36][CH2:37][CH2:38][CH:39]([OH:44])[CH2:40][CH2:41][CH2:42][CH3:43].C(=O)(O)[O-].[Na+], predict the reaction product. The product is: [CH3:1][O:2][C:3]1[CH:4]=[C:5]2[C:10](=[CH:11][C:12]=1[O:13][CH3:14])[N:9]=[CH:8][N:7]=[C:6]2[O:15][C:16]1[CH:22]=[CH:21][C:19]([NH:20][C:24](=[O:26])[O:44][CH:39]([CH2:40][CH2:41][CH2:42][CH3:43])[CH2:38][CH2:37][CH2:36][CH3:35])=[CH:18][CH:17]=1.